Dataset: CYP3A4 inhibition data for predicting drug metabolism from PubChem BioAssay. Task: Regression/Classification. Given a drug SMILES string, predict its absorption, distribution, metabolism, or excretion properties. Task type varies by dataset: regression for continuous measurements (e.g., permeability, clearance, half-life) or binary classification for categorical outcomes (e.g., BBB penetration, CYP inhibition). Dataset: cyp3a4_veith. (1) The compound is CCOc1ccccc1/C=N/NC(=O)Cc1csc(Nc2cccc(C(F)(F)F)c2)n1. The result is 1 (inhibitor). (2) The molecule is Cn1nc(C(F)(F)F)c(/C=N/OC(=O)c2ccc(Cl)cc2)c1Cl. The result is 0 (non-inhibitor). (3) The compound is CCc1c(C(=O)NCc2ccc3c(c2)OCO3)[nH]c(C)c1C(C)=O. The result is 1 (inhibitor). (4) The result is 0 (non-inhibitor). The drug is Cc1ccc(NC(=O)c2sc3ccccc3c2Cl)nc1. (5) The drug is CCN(CC)C(=O)CSc1nnc(-c2ccncc2)n1N. The result is 0 (non-inhibitor). (6) The drug is CCn1c(COc2ccc(OC)cc2)nc2ccccc21. The result is 1 (inhibitor).